This data is from Forward reaction prediction with 1.9M reactions from USPTO patents (1976-2016). The task is: Predict the product of the given reaction. (1) Given the reactants [Cl:1][C:2]1[C:7]([F:8])=[C:6]([Cl:9])[CH:5]=[CH:4][C:3]=1[C:10]([N:12]1[CH2:17][CH2:16][NH:15][C:14](=O)[CH2:13]1)=[O:11].F[B-](F)(F)F.C([O+](CC)CC)C.[F:31][C:32]1[CH:33]=[CH:34][C:35]([C:38]([NH:40][NH2:41])=O)=[N:36][CH:37]=1, predict the reaction product. The product is: [Cl:1][C:2]1[C:7]([F:8])=[C:6]([Cl:9])[CH:5]=[CH:4][C:3]=1[C:10]([N:12]1[CH2:17][CH2:16][N:15]2[C:38]([C:35]3[CH:34]=[CH:33][C:32]([F:31])=[CH:37][N:36]=3)=[N:40][N:41]=[C:14]2[CH2:13]1)=[O:11]. (2) Given the reactants [Br:1][C:2]1[CH:3]=[C:4]([OH:8])[CH:5]=[CH:6][CH:7]=1.[CH3:9][C:10](O)([CH3:12])[CH3:11].S(=O)(=O)(O)O.C([O-])(O)=O.[Na+], predict the reaction product. The product is: [Br:1][C:2]1[CH:7]=[CH:6][C:5]([C:10]([CH3:12])([CH3:11])[CH3:9])=[C:4]([OH:8])[CH:3]=1. (3) Given the reactants [C:1]([O:5][C:6](=[O:28])[NH:7][CH2:8][CH2:9][CH2:10][N:11]([CH:19]([C:21]1[CH:26]=[CH:25][C:24](Br)=[CH:23][CH:22]=1)[CH3:20])[C:12]([O:14][C:15]([CH3:18])([CH3:17])[CH3:16])=[O:13])([CH3:4])([CH3:3])[CH3:2].[B:29]1([B:29]2[O:33][C:32]([CH3:35])([CH3:34])[C:31]([CH3:37])([CH3:36])[O:30]2)[O:33][C:32]([CH3:35])([CH3:34])[C:31]([CH3:37])([CH3:36])[O:30]1.CC([O-])=O.[K+].O1CCOCC1, predict the reaction product. The product is: [C:1]([O:5][C:6](=[O:28])[NH:7][CH2:8][CH2:9][CH2:10][N:11]([C:12]([O:14][C:15]([CH3:18])([CH3:17])[CH3:16])=[O:13])[CH:19]([C:21]1[CH:26]=[CH:25][C:24]([B:29]2[O:33][C:32]([CH3:35])([CH3:34])[C:31]([CH3:37])([CH3:36])[O:30]2)=[CH:23][CH:22]=1)[CH3:20])([CH3:4])([CH3:3])[CH3:2]. (4) Given the reactants C[O:2][C:3](=[O:22])[CH:4]([C:15]1[CH:20]=[CH:19][C:18]([F:21])=[CH:17][CH:16]=1)[C:5](=O)[C:6]1[CH:11]=[CH:10][N:9]=[C:8]([S:12][CH3:13])[N:7]=1.COC(=O)C(C1C=CC(F)=CC=1)C(=O)C1C=C[N:31]=CC=1, predict the reaction product. The product is: [F:21][C:18]1[CH:19]=[CH:20][C:15]([C:4]2[C:3](=[O:22])[O:2][NH:31][C:5]=2[C:6]2[CH:11]=[CH:10][N:9]=[C:8]([S:12][CH3:13])[N:7]=2)=[CH:16][CH:17]=1. (5) Given the reactants C(N(CC)CC)C.Cl.[Cl:9][C:10]1[CH:11]=[C:12]([NH:17][NH2:18])[CH:13]=[C:14]([Cl:16])[CH:15]=1.[C:19](O[C:19]([O:21][C:22]([CH3:25])([CH3:24])[CH3:23])=[O:20])([O:21][C:22]([CH3:25])([CH3:24])[CH3:23])=[O:20], predict the reaction product. The product is: [C:22]([O:21][C:19]([NH:18][NH:17][C:12]1[CH:11]=[C:10]([Cl:9])[CH:15]=[C:14]([Cl:16])[CH:13]=1)=[O:20])([CH3:25])([CH3:24])[CH3:23]. (6) Given the reactants [CH3:1][Al](C)C.Cl[C:6]1[CH:11]=[C:10]([CH2:12][C:13]#[N:14])[CH:9]=[CH:8][N:7]=1, predict the reaction product. The product is: [CH3:1][C:6]1[CH:11]=[C:10]([CH2:12][C:13]#[N:14])[CH:9]=[CH:8][N:7]=1. (7) Given the reactants [OH:1][CH:2]([CH2:23][O:24][C:25]1[CH:26]=[CH:27][C:28]2[S:32][C:31]([CH3:33])=[N:30][C:29]=2[CH:34]=1)[CH2:3][N:4]1[CH2:9][CH2:8][N:7]([CH2:10][CH2:11][N:12]2C(=O)C3C=CC=CC=3C2=O)[CH2:6][CH2:5]1.O.NN.Cl, predict the reaction product. The product is: [NH2:12][CH2:11][CH2:10][N:7]1[CH2:8][CH2:9][N:4]([CH2:3][C@@H:2]([OH:1])[CH2:23][O:24][C:25]2[CH:26]=[CH:27][C:28]3[S:32][C:31]([CH3:33])=[N:30][C:29]=3[CH:34]=2)[CH2:5][CH2:6]1. (8) Given the reactants [NH2:1][C:2]1[CH:9]=[CH:8][C:5]([CH2:6][NH2:7])=[CH:4][CH:3]=1.[CH3:10][C:11]([O:14][C:15](O[C:15]([O:14][C:11]([CH3:13])([CH3:12])[CH3:10])=[O:16])=[O:16])([CH3:13])[CH3:12].CCN(CC)CC, predict the reaction product. The product is: [C:11]([O:14][C:15](=[O:16])[NH:7][CH2:6][C:5]1[CH:8]=[CH:9][C:2]([NH2:1])=[CH:3][CH:4]=1)([CH3:13])([CH3:12])[CH3:10].